This data is from Peptide-MHC class II binding affinity with 134,281 pairs from IEDB. The task is: Regression. Given a peptide amino acid sequence and an MHC pseudo amino acid sequence, predict their binding affinity value. This is MHC class II binding data. (1) The peptide sequence is YATFFIKANSKFIGITE. The MHC is H-2-IEd with pseudo-sequence H-2-IEd. The binding affinity (normalized) is 0.324. (2) The peptide sequence is EPLTKKGNVWEVKSS. The MHC is DRB1_0802 with pseudo-sequence DRB1_0802. The binding affinity (normalized) is 0.514. (3) The peptide sequence is MEADVILPIGTRSVE. The MHC is DRB3_0301 with pseudo-sequence DRB3_0301. The binding affinity (normalized) is 0.851.